This data is from NCI-60 drug combinations with 297,098 pairs across 59 cell lines. The task is: Regression. Given two drug SMILES strings and cell line genomic features, predict the synergy score measuring deviation from expected non-interaction effect. Drug 1: CC1=C2C(C(=O)C3(C(CC4C(C3C(C(C2(C)C)(CC1OC(=O)C(C(C5=CC=CC=C5)NC(=O)OC(C)(C)C)O)O)OC(=O)C6=CC=CC=C6)(CO4)OC(=O)C)O)C)O. Drug 2: C1=CC=C(C=C1)NC(=O)CCCCCCC(=O)NO. Cell line: PC-3. Synergy scores: CSS=3.90, Synergy_ZIP=-4.12, Synergy_Bliss=-1.08, Synergy_Loewe=-0.832, Synergy_HSA=-1.59.